This data is from Forward reaction prediction with 1.9M reactions from USPTO patents (1976-2016). The task is: Predict the product of the given reaction. (1) Given the reactants [Br:1][C:2]1[CH:3]=[CH:4][C:5]([NH:8]N)=[N:6][CH:7]=1.COC([C:14]1[NH:15][CH:16]=[C:17]([C:19](=O)[CH2:20][C:21]2[CH:26]=[CH:25][CH:24]=[CH:23][CH:22]=2)[CH:18]=1)=O, predict the reaction product. The product is: [Br:1][C:2]1[CH:3]=[C:4]2[C:20]([C:21]3[CH:26]=[CH:25][CH:24]=[CH:23][CH:22]=3)=[C:19]([C:17]3[CH:18]=[CH:14][NH:15][CH:16]=3)[NH:8][C:5]2=[N:6][CH:7]=1. (2) Given the reactants C(N(CC)C(C)C)(C)C.Cl[C:11]1[N:12]=[N:13][C:14]([C:17]([F:20])([F:19])[F:18])=[CH:15][CH:16]=1.Cl.[OH:22][C:23]1([C:39]([F:42])([F:41])[F:40])[CH2:28][C:27](=[O:29])[NH:26][C:25]2[NH:30][N:31]=[C:32]([CH:33]3[CH2:38][CH2:37][NH:36][CH2:35][CH2:34]3)[C:24]1=2, predict the reaction product. The product is: [OH:22][C:23]1([C:39]([F:42])([F:41])[F:40])[CH2:28][C:27](=[O:29])[NH:26][C:25]2[NH:30][N:31]=[C:32]([CH:33]3[CH2:34][CH2:35][N:36]([C:11]4[N:12]=[N:13][C:14]([C:17]([F:20])([F:19])[F:18])=[CH:15][CH:16]=4)[CH2:37][CH2:38]3)[C:24]1=2. (3) Given the reactants [CH2:1]([O:3][C:4]([N:6]1[CH2:11][CH2:10][CH:9]([C:12]2[C:20]3[C:15](=[CH:16][C:17]([F:21])=[CH:18][CH:19]=3)[NH:14][CH:13]=2)[CH2:8][CH2:7]1)=[O:5])[CH3:2].CS(O[CH2:27][CH2:28][C:29]1[CH:33]=[CH:32][S:31][CH:30]=1)(=O)=O, predict the reaction product. The product is: [CH2:1]([O:3][C:4]([N:6]1[CH2:11][CH2:10][CH:9]([C:12]2[C:20]3[C:15](=[CH:16][C:17]([F:21])=[CH:18][CH:19]=3)[N:14]([CH2:27][CH2:28][C:29]3[CH:33]=[CH:32][S:31][CH:30]=3)[CH:13]=2)[CH2:8][CH2:7]1)=[O:5])[CH3:2]. (4) Given the reactants C([O:5][C:6]([C:8]1[CH:12]=[CH:11][N:10]([CH2:13][C:14](=[O:31])[CH2:15][O:16][C:17]2[CH:22]=[CH:21][C:20]([CH2:23][CH2:24][CH2:25][CH2:26][CH2:27][CH2:28][CH2:29][CH3:30])=[CH:19][CH:18]=2)[CH:9]=1)=[O:7])(C)(C)C, predict the reaction product. The product is: [CH2:23]([C:20]1[CH:21]=[CH:22][C:17]([O:16][CH2:15][C:14](=[O:31])[CH2:13][N:10]2[CH:11]=[CH:12][C:8]([C:6]([OH:7])=[O:5])=[CH:9]2)=[CH:18][CH:19]=1)[CH2:24][CH2:25][CH2:26][CH2:27][CH2:28][CH2:29][CH3:30].